Predict the product of the given reaction. From a dataset of Forward reaction prediction with 1.9M reactions from USPTO patents (1976-2016). (1) Given the reactants Br[C:2]1[CH:7]=[CH:6][C:5]([C:8]([OH:13])([CH2:11][CH3:12])[CH2:9][CH3:10])=[CH:4][CH:3]=1.CC([O-])=O.[K+].[CH3:19][C:20]1([CH3:36])[C:24]([CH3:26])([CH3:25])[O:23][B:22]([B:22]2[O:23][C:24]([CH3:26])([CH3:25])[C:20]([CH3:36])([CH3:19])[O:21]2)[O:21]1.O, predict the reaction product. The product is: [CH3:19][C:20]1([CH3:36])[C:24]([CH3:26])([CH3:25])[O:23][B:22]([C:2]2[CH:7]=[CH:6][C:5]([C:8]([OH:13])([CH2:11][CH3:12])[CH2:9][CH3:10])=[CH:4][CH:3]=2)[O:21]1. (2) Given the reactants [CH3:1][CH:2]1[CH2:7][CH2:6][CH2:5][NH:4][CH2:3]1.C(N(C(C)C)CC)(C)C.[ClH:17].[N:18]1(C(=N)N)[CH:22]=[N:21]C=N1.CCOCC, predict the reaction product. The product is: [ClH:17].[CH3:1][CH:2]1[CH2:7][CH2:6][CH2:5][N:4]([C:22](=[NH:18])[NH2:21])[CH2:3]1. (3) Given the reactants C(C1C=C([CH2+]=NC2C=CC(OC3C=CN=C(C(NC)=O)C=3)=CC=2F)N(C2C=CC=C(CO)C=2)N=1)(C)(C)C.[C:38]([C:42]1[CH:46]=[C:45]([NH:47][C:48]([NH:50][C:51]2[CH:67]=[CH:66][C:54]([O:55][C:56]3[CH:61]=[CH:60][N:59]=[C:58]([C:62]([NH:64][CH3:65])=[O:63])[CH:57]=3)=[CH:53][C:52]=2[F:68])=[O:49])[N:44]([C:69]2[CH:74]=[CH:73][CH:72]=[C:71]([CH2:75][OH:76])[CH:70]=2)[N:43]=1)([CH3:41])([CH3:40])[CH3:39].N1C=CC=CC=1.[CH3:83][O:84][CH2:85][C:86](Cl)=[O:87], predict the reaction product. The product is: [CH3:83][O:84][CH2:85][C:86]([O:76][CH2:75][C:71]1[CH:72]=[CH:73][CH:74]=[C:69]([N:44]2[C:45]([NH:47][C:48](=[O:49])[NH:50][C:51]3[CH:67]=[CH:66][C:54]([O:55][C:56]4[CH:61]=[CH:60][N:59]=[C:58]([C:62](=[O:63])[NH:64][CH3:65])[CH:57]=4)=[CH:53][C:52]=3[F:68])=[CH:46][C:42]([C:38]([CH3:41])([CH3:39])[CH3:40])=[N:43]2)[CH:70]=1)=[O:87]. (4) Given the reactants [NH2:1][C:2]1[CH:7]=[N:6][C:5]([C:8]#[N:9])=[CH:4][N:3]=1.[F:10][C:11]([F:28])([F:27])[S:12]([O:15][C:16]1[N:17]=[CH:18][C:19]2[C:24]([CH:25]=1)=[CH:23][C:22]([Cl:26])=[CH:21][CH:20]=2)(=[O:14])=[O:13].FC(F)(F)S(OC1N=CC2C(C=1)=CC=CC=2Br)(=O)=O, predict the reaction product. The product is: [Cl:26][C:22]1[CH:23]=[C:24]2[C:19](=[CH:20][CH:21]=1)[CH:18]=[N:17][C:16]([NH:1][C:2]1[N:3]=[CH:4][C:5]([C:8]#[N:9])=[N:6][CH:7]=1)=[CH:25]2.[F:28][C:11]([F:10])([F:27])[S:12]([O:15][C:16]1[N:17]=[CH:18][C:19]2[C:24]([CH:25]=1)=[CH:23][C:22]([Cl:26])=[CH:21][CH:20]=2)(=[O:14])=[O:13].